This data is from Forward reaction prediction with 1.9M reactions from USPTO patents (1976-2016). The task is: Predict the product of the given reaction. (1) Given the reactants [Br:1][C:2]1[N:10]([CH2:11][C:12]2[CH:17]=[CH:16][CH:15]=[CH:14][C:13]=2[Cl:18])[C:9]2[C:8](=[O:19])[NH:7][C:6](=[O:20])[N:5]([CH3:21])[C:4]=2[N:3]=1.Br[CH2:23][C:24]1[C:25]([C:30]#[N:31])=[CH:26][CH:27]=[CH:28][CH:29]=1, predict the reaction product. The product is: [Br:1][C:2]1[N:10]([CH2:11][C:12]2[CH:17]=[CH:16][CH:15]=[CH:14][C:13]=2[Cl:18])[C:9]2[C:8](=[O:19])[N:7]([CH2:23][C:24]3[CH:29]=[CH:28][CH:27]=[CH:26][C:25]=3[C:30]#[N:31])[C:6](=[O:20])[N:5]([CH3:21])[C:4]=2[N:3]=1. (2) Given the reactants COCCCC[N:7]1[CH:11]=[CH:10][CH:9]=[C:8]1[C:12]([O:14][CH3:15])=[O:13].[Br:16]N1C(=O)CCC1=O, predict the reaction product. The product is: [Br:16][C:11]1[NH:7][C:8]([C:12]([O:14][CH3:15])=[O:13])=[CH:9][CH:10]=1. (3) Given the reactants [H-].[Na+].[NH2:3][C:4]1[CH:9]=[CH:8][C:7]([OH:10])=[CH:6][C:5]=1[N+:11]([O-:13])=[O:12].[CH3:14][O:15][CH2:16]Cl, predict the reaction product. The product is: [CH3:14][O:15][CH2:16][O:10][C:7]1[CH:8]=[CH:9][C:4]([NH2:3])=[C:5]([N+:11]([O-:13])=[O:12])[CH:6]=1.